Dataset: Full USPTO retrosynthesis dataset with 1.9M reactions from patents (1976-2016). Task: Predict the reactants needed to synthesize the given product. (1) Given the product [F:24][C:20]1[CH:19]=[C:18]([C:13]2[C:12]([CH2:11][O:10][C:7]3[CH:8]=[CH:9][C:4]([C:3]([NH:26][CH:27]4[CH2:32][CH2:31][O:30][CH2:29][CH2:28]4)=[O:25])=[CH:5][N:6]=3)=[C:16]([CH3:17])[O:15][N:14]=2)[CH:23]=[CH:22][CH:21]=1, predict the reactants needed to synthesize it. The reactants are: CO[C:3](=[O:25])[C:4]1[CH:9]=[CH:8][C:7]([O:10][CH2:11][C:12]2[C:13]([C:18]3[CH:23]=[CH:22][CH:21]=[C:20]([F:24])[CH:19]=3)=[N:14][O:15][C:16]=2[CH3:17])=[N:6][CH:5]=1.[NH2:26][CH:27]1[CH2:32][CH2:31][O:30][CH2:29][CH2:28]1. (2) Given the product [C:10]([O:9][C:8](=[O:14])[NH:7][CH:3]1[CH2:4][CH2:5][CH2:6][N:1]([C:21](=[O:22])[C:20]2[CH:24]=[CH:25][C:17]([NH:16][CH3:15])=[C:18]([N+:26]([O-:28])=[O:27])[CH:19]=2)[CH2:2]1)([CH3:11])([CH3:13])[CH3:12], predict the reactants needed to synthesize it. The reactants are: [NH:1]1[CH2:6][CH2:5][CH2:4][CH:3]([NH:7][C:8](=[O:14])[O:9][C:10]([CH3:13])([CH3:12])[CH3:11])[CH2:2]1.[CH3:15][NH:16][C:17]1[CH:25]=[CH:24][C:20]([C:21](O)=[O:22])=[CH:19][C:18]=1[N+:26]([O-:28])=[O:27].